This data is from Catalyst prediction with 721,799 reactions and 888 catalyst types from USPTO. The task is: Predict which catalyst facilitates the given reaction. (1) Reactant: [CH2:1]1[C:9]2[C:4](=[CH:5][CH:6]=[CH:7][CH:8]=2)[CH2:3][CH:2]1[CH2:10][NH:11][C:12](=[O:15])[CH2:13][CH3:14].OS(O)(=O)=O.[N+:21]([O-])([OH:23])=[O:22].O. Product: [N+:21]([C:6]1[CH:5]=[C:4]2[C:9](=[CH:8][CH:7]=1)[CH2:1][CH:2]([CH2:10][NH:11][C:12](=[O:15])[CH2:13][CH3:14])[CH2:3]2)([O-:23])=[O:22]. The catalyst class is: 463. (2) Reactant: [OH-].[Na+].C[O:4][C:5](=[O:29])[C:6]1[CH:11]=[CH:10][C:9]([CH3:12])=[C:8]([NH:13][C:14]([C:16]2[C:27](=[O:28])[NH:26][C:19]3[N:20]=[C:21]([O:24][CH3:25])[N:22]=[CH:23][C:18]=3[CH:17]=2)=[O:15])[CH:7]=1. Product: [CH3:25][O:24][C:21]1[N:22]=[CH:23][C:18]2[CH:17]=[C:16]([C:14]([NH:13][C:8]3[CH:7]=[C:6]([CH:11]=[CH:10][C:9]=3[CH3:12])[C:5]([OH:29])=[O:4])=[O:15])[C:27](=[O:28])[NH:26][C:19]=2[N:20]=1. The catalyst class is: 72. (3) Reactant: C([O:3][C:4](=[O:45])[C:5]1[CH:10]=[CH:9][C:8]([NH:11][C:12](=[O:44])[CH2:13][N:14]([C:16]([C@@H:18]2[CH2:22][C@@H:21]([S:23]CC3C=CC(OC)=CC=3)[CH2:20][N:19]2[S:33]([CH2:36][CH2:37][C:38]2[CH:43]=[CH:42][CH:41]=[CH:40][CH:39]=2)(=[O:35])=[O:34])=[O:17])[CH3:15])=[CH:7][CH:6]=1)C.[Li+].[OH-].COC1C=CC(CS[C@H]2CN(S(CCC3C=CC=CC=3)(=O)=O)[C@H](C(N(C)CC(NC3C=CC(C(O)=O)=CC=3)=O)=O)C2)=CC=1.C1(O)C=CC=CC=1. Product: [SH:23][C@H:21]1[CH2:20][N:19]([S:33]([CH2:36][CH2:37][C:38]2[CH:39]=[CH:40][CH:41]=[CH:42][CH:43]=2)(=[O:34])=[O:35])[C@H:18]([C:16]([N:14]([CH3:15])[CH2:13][C:12]([NH:11][C:8]2[CH:9]=[CH:10][C:5]([C:4]([OH:45])=[O:3])=[CH:6][CH:7]=2)=[O:44])=[O:17])[CH2:22]1. The catalyst class is: 67.